This data is from Forward reaction prediction with 1.9M reactions from USPTO patents (1976-2016). The task is: Predict the product of the given reaction. (1) Given the reactants [F:1][C:2]1[CH:11]=[CH:10][CH:9]=[C:8]([F:12])[C:3]=1[CH2:4][N:5]=[N+:6]=[N-:7].[C:13]([O:17][CH3:18])(=[O:16])[C:14]#[CH:15].O=C1O[C@H]([C@H](CO)O)C(O)=C1O, predict the reaction product. The product is: [F:1][C:2]1[CH:11]=[CH:10][CH:9]=[C:8]([F:12])[C:3]=1[CH2:4][N:5]1[CH:15]=[C:14]([C:13]([O:17][CH3:18])=[O:16])[N:7]=[N:6]1. (2) Given the reactants [F:1][C:2]([F:13])([F:12])[C:3]1[N:8]=[CH:7][C:6]([C:9]([OH:11])=O)=[CH:5][N:4]=1.[NH2:14][C:15]1[N:20]=[CH:19][C:18]2[C:21]([CH3:29])([CH3:28])[C:22](=[O:27])[N:23]([CH:24]3[CH2:26][CH2:25]3)[C:17]=2[CH:16]=1, predict the reaction product. The product is: [CH:24]1([N:23]2[C:17]3[CH:16]=[C:15]([NH:14][C:9]([C:6]4[CH:7]=[N:8][C:3]([C:2]([F:1])([F:13])[F:12])=[N:4][CH:5]=4)=[O:11])[N:20]=[CH:19][C:18]=3[C:21]([CH3:28])([CH3:29])[C:22]2=[O:27])[CH2:26][CH2:25]1. (3) Given the reactants [CH2:1]([O:3][CH2:4][CH2:5][CH2:6][NH:7][C:8]1[CH:13]=[CH:12][C:11]([N+:14]([O-])=O)=[CH:10][C:9]=1[F:17])[CH3:2], predict the reaction product. The product is: [CH2:1]([O:3][CH2:4][CH2:5][CH2:6][NH:7][C:8]1[CH:13]=[CH:12][C:11]([NH2:14])=[CH:10][C:9]=1[F:17])[CH3:2]. (4) Given the reactants [Cl:1][C:2]1[CH:10]=[CH:9][C:8]([Cl:11])=[C:7]2[C:3]=1[C:4]([C:16]([OH:18])=O)=[CH:5][N:6]2[CH2:12][CH2:13][O:14][CH3:15].Cl.[F:20][C:21]([F:40])([F:39])[C:22]([NH:24][CH2:25][C:26]1[CH:31]=[CH:30][C:29]([F:32])=[C:28]([CH:33]2[CH2:38][CH2:37][NH:36][CH2:35][CH2:34]2)[CH:27]=1)=[O:23], predict the reaction product. The product is: [Cl:1][C:2]1[CH:10]=[CH:9][C:8]([Cl:11])=[C:7]2[C:3]=1[C:4]([C:16]([N:36]1[CH2:37][CH2:38][CH:33]([C:28]3[CH:27]=[C:26]([CH:31]=[CH:30][C:29]=3[F:32])[CH2:25][NH:24][C:22](=[O:23])[C:21]([F:40])([F:39])[F:20])[CH2:34][CH2:35]1)=[O:18])=[CH:5][N:6]2[CH2:12][CH2:13][O:14][CH3:15]. (5) Given the reactants [CH2:1]([C:3]1[N:8]=[C:7]([CH2:9][CH:10]([CH3:12])[CH3:11])[C:6]([CH2:13][NH:14][C:15](=[O:21])[O:16][C:17]([CH3:20])([CH3:19])[CH3:18])=[C:5]([C:22]2[CH:27]=[CH:26][C:25]([CH3:28])=[CH:24][CH:23]=2)[C:4]=1[CH2:29][OH:30])[CH3:2].C(N(CC)CC)C.O1CCCC1.[CH3:43][S:44](Cl)(=[O:46])=[O:45], predict the reaction product. The product is: [CH3:43][S:44]([O:30][CH2:29][C:4]1[C:3]([CH2:1][CH3:2])=[N:8][C:7]([CH2:9][CH:10]([CH3:12])[CH3:11])=[C:6]([CH2:13][NH:14][C:15]([O:16][C:17]([CH3:18])([CH3:19])[CH3:20])=[O:21])[C:5]=1[C:22]1[CH:23]=[CH:24][C:25]([CH3:28])=[CH:26][CH:27]=1)(=[O:46])=[O:45].